From a dataset of Experimentally validated miRNA-target interactions with 360,000+ pairs, plus equal number of negative samples. Binary Classification. Given a miRNA mature sequence and a target amino acid sequence, predict their likelihood of interaction. (1) The miRNA is hsa-miR-6873-3p with sequence UUCUCUCUGUCUUUCUCUCUCAG. The protein sequence of the target gene is MGLELFLDLVSQPSRAVYIFAKKNGIPLELRTVDLVKGQHKSKEFLQINSLGKLPTLKDGDFILTESSAILIYLSCKYQTPDHWYPSDLQARARVHEYLGWHADCIRGTFGIPLWVQVLGPLIGVQVPEEKVERNRTAMDQALQWLEDKFLGDRPFLAGQQVTLADLMALEELMQPVALGYELFEGRPRLAAWRGRVEAFLGAELCQEAHSIILSILEQAAKKTLPTPSPEAYQAMLLRIARIP. Result: 0 (no interaction). (2) The miRNA is hsa-miR-20a-5p with sequence UAAAGUGCUUAUAGUGCAGGUAG. The protein sequence of the target gene is MLPARCARLLTPHLLLVLVQLSPARGHRTTGPRFLISDRDPQCNLHCSRTQPKPICASDGRSYESMCEYQRAKCRDPTLGVVHRGRCKDAGQSKCRLERAQALEQAKKPQEAVFVPECGEDGSFTQVQCHTYTGYCWCVTPDGKPISGSSVQNKTPVCSGSVTDKPLSQGNSGRKDDGSKPTPTMETQPVFDGDEITAPTLWIKHLVIKDSKLNNTNIRNSEKVYSCDQERQSALEEAQQNPREGIVIPECAPGGLYKPVQCHQSTGYCWCVLVDTGRPLPGTSTRYVMPSCESDARAKT.... Result: 1 (interaction).